From a dataset of Catalyst prediction with 721,799 reactions and 888 catalyst types from USPTO. Predict which catalyst facilitates the given reaction. (1) Reactant: [CH3:1][O:2][C:3]1[CH:4]=[C:5]([CH:9]=[CH:10][CH:11]=1)[C:6]([Cl:8])=[O:7].[NH2:12][C:13]1[CH:14]=[C:15]([CH:31]=[CH:32][CH:33]=1)[NH:16][C:17]1[C:26]2[C:21](=[CH:22][C:23]([O:29][CH3:30])=[C:24]([O:27][CH3:28])[CH:25]=2)[N:20]=[CH:19][N:18]=1. Product: [ClH:8].[CH3:1][O:2][C:3]1[CH:4]=[C:5]([CH:9]=[CH:10][CH:11]=1)[C:6]([NH:12][C:13]1[CH:14]=[C:15]([CH:31]=[CH:32][CH:33]=1)[NH:16][C:17]1[C:26]2[C:21](=[CH:22][C:23]([O:29][CH3:30])=[C:24]([O:27][CH3:28])[CH:25]=2)[N:20]=[CH:19][N:18]=1)=[O:7]. The catalyst class is: 2. (2) Reactant: [NH2:1][C:2]1[CH:3]=[C:4]([CH:21]=[CH:22][C:23]=1[CH3:24])[O:5][C:6]1[CH:7]=[CH:8][C:9]2[N:10]([CH:12]=[C:13]([NH:15][C:16]([CH:18]3[CH2:20][CH2:19]3)=[O:17])[N:14]=2)[N:11]=1.[CH2:25]([N:27]=[C:28]=[O:29])[CH3:26]. Product: [CH2:25]([NH:27][C:28]([NH:1][C:2]1[CH:3]=[C:4]([CH:21]=[CH:22][C:23]=1[CH3:24])[O:5][C:6]1[CH:7]=[CH:8][C:9]2[N:10]([CH:12]=[C:13]([NH:15][C:16]([CH:18]3[CH2:20][CH2:19]3)=[O:17])[N:14]=2)[N:11]=1)=[O:29])[CH3:26]. The catalyst class is: 17. (3) Reactant: [H-].[Na+].[CH3:3][C:4]([CH3:11])=[CH:5][CH2:6][CH2:7][C:8](=[O:10])[CH3:9].[CH2:12]([O:14][C:15](=[O:21])[C:16](OCC)=[O:17])[CH3:13].CC[O-].[Na+]. Product: [CH2:12]([O:14][C:15](=[O:21])[C:16](=[O:17])[CH2:9][C:8](=[O:10])[CH2:7][CH2:6][CH:5]=[C:4]([CH3:11])[CH3:3])[CH3:13]. The catalyst class is: 14. (4) Product: [CH3:1][C:2]1[S:6][C:5]2=[N:7][C:8]([CH3:14])=[C:9]([C:10]([OH:12])=[O:11])[N:4]2[CH:3]=1. Reactant: [CH3:1][C:2]1[S:6][C:5]2=[N:7][C:8]([CH3:14])=[C:9]([C:10]([O:12]C)=[O:11])[N:4]2[CH:3]=1.[Li+].[OH-]. The catalyst class is: 8. (5) Reactant: [N:1]([C@H:4]1[CH2:9][CH2:8][C@H:7]([C:10]([O:12][CH3:13])=[O:11])[C@H:6]([O:14][CH3:15])[CH2:5]1)=[N+]=[N-].[C:16]([O:20][C:21](O[C:21]([O:20][C:16]([CH3:19])([CH3:18])[CH3:17])=[O:22])=[O:22])([CH3:19])([CH3:18])[CH3:17].[H][H]. Product: [C:16]([O:20][C:21]([NH:1][C@H:4]1[CH2:9][CH2:8][C@H:7]([C:10]([O:12][CH3:13])=[O:11])[C@H:6]([O:14][CH3:15])[CH2:5]1)=[O:22])([CH3:19])([CH3:18])[CH3:17]. The catalyst class is: 19. (6) Reactant: [F:1][C:2]1[CH:7]=[CH:6][C:5]([N:8]2[NH:12][C:11](=[O:13])[C:10]([CH3:14])=[N:9]2)=[CH:4][CH:3]=1.C(=O)([O-])[O-].[K+].[K+].Cl[C:22]1[CH:27]=[CH:26][N:25]=[C:24]([C:28]([F:31])([F:30])[F:29])[CH:23]=1. Product: [F:1][C:2]1[CH:3]=[CH:4][C:5]([N:8]2[N:12]=[C:11]([O:13][C:22]3[CH:27]=[CH:26][N:25]=[C:24]([C:28]([F:31])([F:30])[F:29])[CH:23]=3)[C:10]([CH3:14])=[N:9]2)=[CH:6][CH:7]=1. The catalyst class is: 35. (7) Reactant: [Cl:1][C:2]1[N:7]=[C:6]([O:8][C:9]2[CH:14]=[CH:13][C:12]([O:15][CH3:16])=[CH:11][CH:10]=2)[C:5]([NH2:17])=[CH:4][N:3]=1.[C:18]([O:22][C:23]([N:25]1[CH2:29][C@H:28]([O:30][Si:31]([C:34]([CH3:37])([CH3:36])[CH3:35])([CH3:33])[CH3:32])[CH2:27][C@H:26]1[CH:38]=O)=[O:24])([CH3:21])([CH3:20])[CH3:19].C(O)(=O)C.[BH-](OC(C)=O)(OC(C)=O)OC(C)=O.[Na+]. Product: [C:18]([O:22][C:23]([N:25]1[CH2:29][C@H:28]([O:30][Si:31]([C:34]([CH3:37])([CH3:36])[CH3:35])([CH3:32])[CH3:33])[CH2:27][C@H:26]1[CH2:38][NH:17][C:5]1[C:6]([O:8][C:9]2[CH:10]=[CH:11][C:12]([O:15][CH3:16])=[CH:13][CH:14]=2)=[N:7][C:2]([Cl:1])=[N:3][CH:4]=1)=[O:24])([CH3:21])([CH3:20])[CH3:19]. The catalyst class is: 279. (8) Reactant: [NH2:1][C:2]1[C:7]([S:8][CH2:9][CH2:10][C:11]([CH3:14])([OH:13])[CH3:12])=[CH:6][C:5]([Br:15])=[CH:4][N:3]=1.CC(C)=[O:18].[OH2:20].S([O-])(O[O-])(=O)=O.[K+].[K+]. Product: [NH2:1][C:2]1[C:7]([S:8]([CH2:9][CH2:10][C:11]([CH3:12])([OH:13])[CH3:14])(=[O:18])=[O:20])=[CH:6][C:5]([Br:15])=[CH:4][N:3]=1. The catalyst class is: 5. (9) Reactant: [CH3:1][C:2]1([CH3:9])[O:6][C@H:5]([CH2:7][OH:8])[CH2:4][O:3]1.[S:10](Cl)([C:13]1[CH:19]=[CH:18][C:16]([CH3:17])=[CH:15][CH:14]=1)(=[O:12])=[O:11].CCOCC. Product: [CH3:17][C:16]1[CH:18]=[CH:19][C:13]([S:10]([O:8][CH2:7][C@@H:5]2[CH2:4][O:3][C:2]([CH3:9])([CH3:1])[O:6]2)(=[O:12])=[O:11])=[CH:14][CH:15]=1. The catalyst class is: 17. (10) Reactant: [NH:1]1[CH2:6][CH2:5][CH:4]([N:7]2[C@H:11]([C:12]3[CH:13]=[C:14]([CH3:18])[CH:15]=[CH:16][CH:17]=3)[CH2:10][NH:9][C:8]2=[O:19])[CH2:3][CH2:2]1.[C:20]([O:24][C:25](=[O:44])[CH2:26][O:27][C:28]1[CH:33]=[CH:32][C:31]([O:34][C:35]2[CH:40]=[CH:39][C:38]([CH:41]=O)=[C:37]([CH3:43])[N:36]=2)=[CH:30][CH:29]=1)([CH3:23])([CH3:22])[CH3:21].C(O[BH-](OC(=O)C)OC(=O)C)(=O)C.[Na+]. Product: [C:20]([O:24][C:25](=[O:44])[CH2:26][O:27][C:28]1[CH:33]=[CH:32][C:31]([O:34][C:35]2[CH:40]=[CH:39][C:38]([CH2:41][N:1]3[CH2:2][CH2:3][CH:4]([N:7]4[C@H:11]([C:12]5[CH:13]=[C:14]([CH3:18])[CH:15]=[CH:16][CH:17]=5)[CH2:10][NH:9][C:8]4=[O:19])[CH2:5][CH2:6]3)=[C:37]([CH3:43])[N:36]=2)=[CH:30][CH:29]=1)([CH3:23])([CH3:22])[CH3:21]. The catalyst class is: 2.